Task: Predict the reaction yield, written as a fraction of the theoretical maximum amount of product (1.0 means a 100% yield; for example, 0.34 means a 34% yield).. Dataset: Reaction yield outcomes from USPTO patents with 853,638 reactions (1) The reactants are [OH-:1].[Na+:2].CO.[CH:5]1[N:9]=[CH:8][N:7]([CH2:10][C:11]([P:17]([OH:20])([OH:19])=[O:18])([P:13]([OH:16])([OH:15])=[O:14])[OH:12])[CH:6]=1. The yield is 0.990. The catalyst is O. The product is [CH:5]1[N:9]=[CH:8][N:7]([CH2:10][C:11]([P:13]([O-:16])([OH:15])=[O:14])([P:17]([O-:19])([OH:20])=[O:18])[OH:12])[CH:6]=1.[OH2:1].[OH2:12].[OH2:12].[OH2:12].[Na+:2].[Na+:2]. (2) The reactants are C([O:3][C:4](=[O:34])[CH2:5][C:6]1[CH:33]=[C:9]2[CH2:10][N:11]([C:15]([O:17][CH2:18][C:19]3[CH:24]=[C:23]([C:25]([F:28])([F:27])[F:26])[CH:22]=[C:21]([C:29]([F:32])([F:31])[F:30])[CH:20]=3)=[O:16])[CH2:12][CH2:13][CH2:14][N:8]2[N:7]=1)C.O.[OH-].[Li+].Cl. The catalyst is C1COCC1.O. The product is [F:31][C:29]([F:30])([F:32])[C:21]1[CH:20]=[C:19]([CH:24]=[C:23]([C:25]([F:27])([F:26])[F:28])[CH:22]=1)[CH2:18][O:17][C:15]([N:11]1[CH2:12][CH2:13][CH2:14][N:8]2[N:7]=[C:6]([CH2:5][C:4]([OH:34])=[O:3])[CH:33]=[C:9]2[CH2:10]1)=[O:16]. The yield is 0.280. (3) The reactants are COC1C=C(C=CC=1)C[N:7]([CH2:18][C:19]1[CH:28]=[CH:27][C:22](C(OC)=O)=C[CH:20]=1)S(C1C=CC(Cl)=CC=1)(=O)=O.[Cl:32][C:33]1[CH:38]=[CH:37][C:36]([S:39]([NH:42][CH2:43][C:44]2[CH:49]=[CH:48][C:47]([C:50]#[N:51])=[CH:46][CH:45]=2)(=[O:41])=[O:40])=[CH:35][CH:34]=1.Cl.N1C=CC=C(CCl)C=1. No catalyst specified. The product is [Cl:32][C:33]1[CH:38]=[CH:37][C:36]([S:39]([N:42]([CH2:43][C:44]2[CH:49]=[CH:48][C:47]([C:50]#[N:51])=[CH:46][CH:45]=2)[CH2:20][C:19]2[CH:18]=[N:7][CH:22]=[CH:27][CH:28]=2)(=[O:40])=[O:41])=[CH:35][CH:34]=1. The yield is 0.970. (4) The reactants are [Li+].CC([N-]C(C)C)C.[C:9]([O:13][C:14]([N:16]1[CH2:21][CH2:20][CH2:19][C:18](=[O:22])[CH2:17]1)=[O:15])([CH3:12])([CH3:11])[CH3:10].C1C=CC(N([S:30]([C:33]([F:36])([F:35])[F:34])(=[O:32])=[O:31])[S:30]([C:33]([F:36])([F:35])[F:34])(=[O:32])=[O:31])=CC=1. The catalyst is C1COCC1. The product is [C:9]([O:13][C:14]([N:16]1[CH2:17][C:18]([O:22][S:30]([C:33]([F:36])([F:35])[F:34])(=[O:32])=[O:31])=[CH:19][CH2:20][CH2:21]1)=[O:15])([CH3:12])([CH3:10])[CH3:11]. The yield is 0.300. (5) The reactants are O1CC1CO[C:5]1[CH:14]=[C:13]2[C:8]([C:9]([O:15][C:16]3[CH:17]=[C:18]4[C:22](=[CH:23][CH:24]=3)[NH:21][C:20]([CH3:25])=[CH:19]4)=[N:10][CH:11]=[N:12]2)=[CH:7][C:6]=1[O:26][CH3:27].C(N)(C)C. The catalyst is CN(C=O)C. The product is [CH3:27][O:26][C:6]1[CH:7]=[C:8]2[C:13](=[CH:14][CH:5]=1)[N:12]=[CH:11][N:10]=[C:9]2[O:15][C:16]1[CH:17]=[C:18]2[C:22](=[CH:23][CH:24]=1)[NH:21][C:20]([CH3:25])=[CH:19]2. The yield is 0.160. (6) The reactants are [CH3:1][O:2][C:3](=[O:15])[C:4](=[C:9]1[CH2:14][CH2:13][CH2:12][CH2:11][CH2:10]1)[C:5]([O:7][CH3:8])=[O:6].[ClH:16].[CH2:17]([NH:24][CH2:25]C(O)=O)[C:18]1[CH:23]=[CH:22][CH:21]=[CH:20][CH:19]=1.[CH2:29](N(CC)CC)C.C=O. The catalyst is C1C=CC=CC=1.C1(C)C=CC=CC=1. The product is [ClH:16].[CH3:8][O:7][C:5]([C:4]1([C:3]([O:2][CH3:1])=[O:15])[C:9]2([CH2:10][CH2:11][CH2:12][CH2:13][CH2:14]2)[CH2:25][N:24]([CH2:17][C:18]2[CH:19]=[CH:20][CH:21]=[CH:22][CH:23]=2)[CH2:29]1)=[O:6]. The yield is 0.220. (7) The reactants are [Cl-].O[NH3+:3].[C:4](=[O:7])([O-])[OH:5].[Na+].CS(C)=O.[CH2:13]([C:17]1[N:18]=[C:19]([CH3:48])[N:20]([C:39]2[CH:40]=[CH:41][C:42]3[O:46][CH2:45][CH2:44][C:43]=3[CH:47]=2)[C:21](=[O:38])[C:22]=1[CH2:23][C:24]1[CH:29]=[CH:28][C:27]([C:30]2[C:31]([C:36]#[N:37])=[CH:32][CH:33]=[CH:34][CH:35]=2)=[CH:26][CH:25]=1)[CH2:14][CH2:15][CH3:16]. The catalyst is O.C(OCC)(=O)C. The product is [CH2:13]([C:17]1[N:18]=[C:19]([CH3:48])[N:20]([C:39]2[CH:40]=[CH:41][C:42]3[O:46][CH2:45][CH2:44][C:43]=3[CH:47]=2)[C:21](=[O:38])[C:22]=1[CH2:23][C:24]1[CH:25]=[CH:26][C:27]([C:30]2[CH:35]=[CH:34][CH:33]=[CH:32][C:31]=2[C:36]2[NH:3][C:4](=[O:7])[O:5][N:37]=2)=[CH:28][CH:29]=1)[CH2:14][CH2:15][CH3:16]. The yield is 0.550.